From a dataset of Peptide-MHC class II binding affinity with 134,281 pairs from IEDB. Regression. Given a peptide amino acid sequence and an MHC pseudo amino acid sequence, predict their binding affinity value. This is MHC class II binding data. (1) The binding affinity (normalized) is 0.377. The peptide sequence is APGAAAAPLSWSKDI. The MHC is HLA-DQA10301-DQB10302 with pseudo-sequence HLA-DQA10301-DQB10302. (2) The peptide sequence is AFKVAATALNAAPAN. The MHC is HLA-DPA10103-DPB10301 with pseudo-sequence HLA-DPA10103-DPB10301. The binding affinity (normalized) is 0.783.